From a dataset of Forward reaction prediction with 1.9M reactions from USPTO patents (1976-2016). Predict the product of the given reaction. (1) Given the reactants [Si]([O:8][C@H:9]1[CH2:14][CH2:13][C@H:12]([CH2:15][OH:16])[CH2:11][CH2:10]1)(C(C)(C)C)(C)C.[Cl:17][C:18]1[CH:19]=[C:20]([S:25]([NH2:28])(=[O:27])=[O:26])[CH:21]=[CH:22][C:23]=1F.[H-].[Na+], predict the reaction product. The product is: [Cl:17][C:18]1[CH:19]=[C:20]([S:25]([NH2:28])(=[O:26])=[O:27])[CH:21]=[CH:22][C:23]=1[O:16][CH2:15][C@H:12]1[CH2:11][CH2:10][C@H:9]([OH:8])[CH2:14][CH2:13]1. (2) Given the reactants [C:1]([N:8]1[CH2:13][CH2:12][O:11][C@H:10]([CH2:14][C:15]2[CH:20]=[CH:19][C:18]([O:21][CH3:22])=[C:17](C=O)[CH:16]=2)[CH2:9]1)([O:3][C:4]([CH3:7])([CH3:6])[CH3:5])=[O:2].Cl.[NH2:26][OH:27].C([O-])(=O)C.[Na+], predict the reaction product. The product is: [C:1]([N:8]1[CH2:13][CH2:12][O:11][C@H:10]([CH2:14][C:15]2[CH2:16][C:17](=[N:26][OH:27])[C:18]([O:21][CH3:22])=[CH:19][CH:20]=2)[CH2:9]1)([O:3][C:4]([CH3:7])([CH3:6])[CH3:5])=[O:2]. (3) Given the reactants [S:1]([N:11]1[C:15]2=[N:16][CH:17]=[C:18]([NH:20]C(=O)OC(C)(C)C)[N:19]=[C:14]2[CH:13]=[CH:12]1)([C:4]1[CH:10]=[CH:9][C:7]([CH3:8])=[CH:6][CH:5]=1)(=[O:3])=[O:2].OP(O)(O)=O.[O-]P([O-])([O-])=O.[K+].[K+].[K+], predict the reaction product. The product is: [S:1]([N:11]1[C:15]2=[N:16][CH:17]=[C:18]([NH2:20])[N:19]=[C:14]2[CH:13]=[CH:12]1)([C:4]1[CH:5]=[CH:6][C:7]([CH3:8])=[CH:9][CH:10]=1)(=[O:2])=[O:3]. (4) Given the reactants Br[CH:2]1[CH2:8][CH2:7][CH2:6][C:5]2[CH:9]=[C:10]([N:13]3[CH2:17][C@H:16]([CH2:18][NH:19][C:20](=[O:22])[CH3:21])[O:15][C:14]3=[O:23])[CH:11]=[CH:12][C:4]=2[C:3]1=O.[C:25]([NH2:28])(=[NH:27])[CH3:26], predict the reaction product. The product is: [CH3:26][C:25]1[NH:27][C:2]2[CH2:8][CH2:7][CH2:6][C:5]3[CH:9]=[C:10]([N:13]4[CH2:17][C@H:16]([CH2:18][NH:19][C:20](=[O:22])[CH3:21])[O:15][C:14]4=[O:23])[CH:11]=[CH:12][C:4]=3[C:3]=2[N:28]=1. (5) The product is: [Cl:1][C:2]1[CH:3]=[CH:4][C:5]([CH:8]2[C:12]3[N:13]([CH:17]([CH3:18])[CH3:19])[C:14]([CH3:16])=[N:15][C:11]=3[C:10](=[O:20])[NH:9]2)=[CH:6][CH:7]=1. Given the reactants [Cl:1][C:2]1[CH:7]=[CH:6][C:5]([CH:8]2[C:12]3[N:13]([CH:17]([CH3:19])[CH3:18])[C:14]([CH3:16])=[N:15][C:11]=3[C:10](=[O:20])[N:9]2CC2C=CC(OC)=CC=2)=[CH:4][CH:3]=1.C(O)(C(F)(F)F)=O, predict the reaction product.